Dataset: Full USPTO retrosynthesis dataset with 1.9M reactions from patents (1976-2016). Task: Predict the reactants needed to synthesize the given product. (1) Given the product [Cl:1][C:2]1[N:11]=[CH:10][C:9]2[N:8]([CH2:23][C:24]3[CH:33]=[CH:32][C:27]([C:28]([O:30][CH3:31])=[O:29])=[CH:26][CH:25]=3)[CH2:7][CH:6]3[CH2:12][O:13][CH2:14][CH2:15][N:5]3[C:4]=2[N:3]=1, predict the reactants needed to synthesize it. The reactants are: [Cl:1][C:2]1[N:11]=[CH:10][C:9]2[NH:8][CH2:7][CH:6]3[CH2:12][O:13][CH2:14][CH2:15][N:5]3[C:4]=2[N:3]=1.CC(C)([O-])C.[Na+].Br[CH2:23][C:24]1[CH:33]=[CH:32][C:27]([C:28]([O:30][CH3:31])=[O:29])=[CH:26][CH:25]=1. (2) Given the product [PH:1](=[O:2])([OH:4])[OH:3].[C:24]([O:9][CH2:10][CH3:11])(=[O:26])[CH:32]([CH3:28])[OH:33], predict the reactants needed to synthesize it. The reactants are: [PH:1](=[O:4])([OH:3])[OH:2].C(OP(CC1C=C2C(=CC=1)CNCC2)(=O)[O:9][CH2:10][CH3:11])C.[C:24](O)(=[O:26])C.[C:28]([BH3-])#N.[Na+].[CH3:32][OH:33]. (3) Given the product [C:10]1([N:9]([CH2:17][C:18]2[CH:27]=[CH:26][C:21]([C:22]([O:24][CH3:25])=[O:23])=[CH:20][CH:19]=2)[C:3]2[CH:4]=[CH:5][CH:6]=[CH:7][CH:8]=2)[CH:11]=[CH:12][CH:13]=[CH:14][CH:15]=1, predict the reactants needed to synthesize it. The reactants are: [H-].[Na+].[C:3]1([NH:9][C:10]2[CH:15]=[CH:14][CH:13]=[CH:12][CH:11]=2)[CH:8]=[CH:7][CH:6]=[CH:5][CH:4]=1.Br[CH2:17][C:18]1[CH:27]=[CH:26][C:21]([C:22]([O:24][CH3:25])=[O:23])=[CH:20][CH:19]=1. (4) The reactants are: [OH:1][C@H:2]([CH2:38][OH:39])[CH2:3][O:4][C:5]1[CH:10]=[CH:9][C:8]([C@@H:11]2[C:15](=[O:16])[N:14]([C@@H:17]([C@H:29]([C:31]3[CH:36]=[CH:35][CH:34]=[CH:33][CH:32]=3)[CH3:30])[C:18]([NH:20][C:21]3[CH:26]=[CH:25][C:24]([I:27])=[CH:23][C:22]=3[F:28])=[O:19])[C:13](=[O:37])[NH:12]2)=[CH:7][CH:6]=1. Given the product [OH:1][C@H:2]([CH2:38][OH:39])[CH2:3][O:4][C:5]1[CH:6]=[CH:7][C:8]([C@H:11]2[C:15](=[O:16])[N:14]([C@@H:17]([C@H:29]([C:31]3[CH:32]=[CH:33][CH:34]=[CH:35][CH:36]=3)[CH3:30])[C:18]([NH:20][C:21]3[CH:26]=[CH:25][C:24]([I:27])=[CH:23][C:22]=3[F:28])=[O:19])[C:13](=[O:37])[NH:12]2)=[CH:9][CH:10]=1, predict the reactants needed to synthesize it. (5) Given the product [CH3:1][C:2]1[CH:7]=[C:6]([CH:8]2[CH2:9][CH2:10][N:11]([CH3:14])[CH2:12][CH2:13]2)[CH:5]=[CH:4][C:3]=1[NH:15][C:16]1[N:21]=[C:20]([CH2:22][CH2:23][C:24]2[CH:29]=[CH:28][CH:27]=[CH:26][C:25]=2[CH2:30][C:31]([NH2:48])=[O:33])[C:19]([C:35]([F:36])([F:37])[F:38])=[CH:18][N:17]=1, predict the reactants needed to synthesize it. The reactants are: [CH3:1][C:2]1[CH:7]=[C:6]([CH:8]2[CH2:13][CH2:12][N:11]([CH3:14])[CH2:10][CH2:9]2)[CH:5]=[CH:4][C:3]=1[NH:15][C:16]1[N:21]=[C:20]([CH2:22][CH2:23][C:24]2[CH:29]=[CH:28][CH:27]=[CH:26][C:25]=2[CH2:30][C:31]([O:33]C)=O)[C:19]([C:35]([F:38])([F:37])[F:36])=[CH:18][N:17]=1.O[Li].O.C1C=CC2N(O)N=[N:48]C=2C=1.CCN=C=NCCCN(C)C.Cl.C(=O)([O-])[O-].[NH4+].[NH4+].CCN(C(C)C)C(C)C. (6) The reactants are: N1(O[C:11]2[N:16]=[C:15]([NH:17][CH2:18][C:19]3[CH:20]=[N:21][N:22]([CH3:24])[CH:23]=3)[C:14]([C:25]([NH2:27])=[O:26])=[CH:13][N:12]=2)C2C=CC=CC=2N=N1.[C:28]([NH:31][C:32]1[CH:33]=[C:34]([CH:36]=[CH:37][CH:38]=1)[NH2:35])(=[O:30])[CH3:29].CC1C=CC(S(O)(=O)=O)=CC=1. Given the product [C:28]([NH:31][C:32]1[CH:33]=[C:34]([NH:35][C:11]2[N:16]=[C:15]([NH:17][CH2:18][C:19]3[CH:20]=[N:21][N:22]([CH3:24])[CH:23]=3)[C:14]([C:25]([NH2:27])=[O:26])=[CH:13][N:12]=2)[CH:36]=[CH:37][CH:38]=1)(=[O:30])[CH3:29], predict the reactants needed to synthesize it.